From a dataset of Peptide-MHC class II binding affinity with 134,281 pairs from IEDB. Regression. Given a peptide amino acid sequence and an MHC pseudo amino acid sequence, predict their binding affinity value. This is MHC class II binding data. The peptide sequence is DKVYEILKINSVKYY. The MHC is DRB1_1101 with pseudo-sequence DRB1_1101. The binding affinity (normalized) is 0.673.